Dataset: Full USPTO retrosynthesis dataset with 1.9M reactions from patents (1976-2016). Task: Predict the reactants needed to synthesize the given product. (1) The reactants are: [CH3:1][C:2]1[CH:3]=[C:4]([CH:31]=[C:32]([CH3:34])[CH:33]=1)[C:5]([N:7]([CH:28]([CH3:30])[CH3:29])[NH:8][C:9](=[O:27])[C:10]1[CH:15]=[CH:14][C:13]([CH:16]=O)=[C:12]([B:18]2[O:22]C(C)(C)C(C)(C)O2)[CH:11]=1)=[O:6].[NH:35]([C:37]1[CH:42]=[CH:41][CH:40]=[CH:39][N:38]=1)[NH2:36].[CH2:43](Cl)Cl. Given the product [C:28]([N:7]([C:5](=[O:6])[C:4]1[CH:3]=[C:2]([CH3:1])[CH:33]=[C:32]([CH3:34])[CH:31]=1)[NH:8][C:9]([C:10]1[CH:15]=[CH:14][C:13]2[CH:16]=[N:36][N:35]([C:37]3[CH:42]=[CH:41][CH:40]=[CH:39][N:38]=3)[B:18]([OH:22])[C:12]=2[CH:11]=1)=[O:27])([CH3:30])([CH3:43])[CH3:29], predict the reactants needed to synthesize it. (2) Given the product [CH2:1]([O:8][C:9]([N:11]1[CH2:16][CH2:15][CH2:14][CH:13]([C:17]2[CH:25]=[C:24]([C:23]([O:27][CH2:28][CH3:29])=[O:26])[S:19][N:18]=2)[CH2:12]1)=[O:10])[C:2]1[CH:3]=[CH:4][CH:5]=[CH:6][CH:7]=1.[CH2:1]([O:8][C:9]([N:11]1[CH2:16][CH2:15][CH2:14][CH:13]([C:17]2[C:24]([C:23]([O:27][CH2:28][CH3:29])=[O:26])=[CH:20][S:19][N:18]=2)[CH2:12]1)=[O:10])[C:2]1[CH:3]=[CH:4][CH:5]=[CH:6][CH:7]=1, predict the reactants needed to synthesize it. The reactants are: [CH2:1]([O:8][C:9]([N:11]1[CH2:16][CH2:15][CH2:14][CH:13]([C:17]2O[C:20](=O)[S:19][N:18]=2)[CH2:12]1)=[O:10])[C:2]1[CH:7]=[CH:6][CH:5]=[CH:4][CH:3]=1.[C:23]([O:27][CH2:28][CH3:29])(=[O:26])[C:24]#[CH:25]. (3) Given the product [CH:3]12[CH2:4][CH:5]3[CH2:6][CH:7]([CH2:8][CH:1]([CH2:10]3)[CH:2]1[O:11][CH2:12][C:13]([CH:19]1[CH2:20][CH2:21][CH2:22][CH2:23][CH2:24]1)([CH2:14][O:15][CH3:29])[CH2:16][O:17][CH3:18])[CH2:9]2, predict the reactants needed to synthesize it. The reactants are: [CH:1]12[CH2:10][CH:5]3[CH2:6][CH:7]([CH2:9][CH:3]([CH2:4]3)[CH:2]1[O:11][CH2:12][C:13]([CH:19]1[CH2:24][CH2:23][CH2:22][CH2:21][CH2:20]1)([CH2:16][O:17][CH3:18])[CH2:14][OH:15])[CH2:8]2.[H-].[Na+].CI.[CH3:29]CCCCC.C(OCC)(=O)C. (4) The reactants are: N#N.[NH2:3][C:4]1[CH:5]=[N:6][CH:7]=[C:8]([F:10])[CH:9]=1.[Br:11]N1C(=O)CCC1=O. Given the product [NH2:3][C:4]1[CH:9]=[C:8]([F:10])[C:7]([Br:11])=[N:6][CH:5]=1, predict the reactants needed to synthesize it. (5) Given the product [CH2:4]([O:11][C:12]([CH:14]1[CH2:19][CH2:18][CH:17]([CH2:20][CH:21]([OH:22])[CH3:1])[CH2:16][CH2:15]1)=[O:13])[C:5]1[CH:10]=[CH:9][CH:8]=[CH:7][CH:6]=1, predict the reactants needed to synthesize it. The reactants are: [CH3:1][Mg]Br.[CH2:4]([O:11][C:12]([CH:14]1[CH2:19][CH2:18][CH:17]([CH2:20][CH:21]=[O:22])[CH2:16][CH2:15]1)=[O:13])[C:5]1[CH:10]=[CH:9][CH:8]=[CH:7][CH:6]=1.O. (6) Given the product [F:18][C:15]1[CH:16]=[CH:17][C:10]2[O:9][CH:8]([CH:6]3[CH2:4][O:5]3)[CH:13]=[CH:12][C:11]=2[CH:14]=1, predict the reactants needed to synthesize it. The reactants are: BrCCl.[CH3:4][O:5][C:6]([CH:8]1[CH:13]=[CH:12][C:11]2[CH:14]=[C:15]([F:18])[CH:16]=[CH:17][C:10]=2[O:9]1)=O.[Li]CCCC.CCCCCC.